This data is from Full USPTO retrosynthesis dataset with 1.9M reactions from patents (1976-2016). The task is: Predict the reactants needed to synthesize the given product. Given the product [ClH:24].[ClH:24].[CH3:6][NH:8][C@@H:9]1[C@H:14]([CH3:15])[CH2:13][CH2:12][NH:11][CH2:10]1, predict the reactants needed to synthesize it. The reactants are: C(O[C:6]([N:8](C)[C@@H:9]1[C@H:14]([CH3:15])[CH2:13][CH2:12][N:11](C(OC(C)(C)C)=O)[CH2:10]1)=O)(C)(C)C.[ClH:24].O1CCOCC1.